The task is: Predict which catalyst facilitates the given reaction.. This data is from Catalyst prediction with 721,799 reactions and 888 catalyst types from USPTO. Reactant: [C:1]([O:5][C:6]([NH:8][C@@H:9]([C:13]([CH3:16])([CH3:15])[CH3:14])[C:10]([OH:12])=O)=[O:7])([CH3:4])([CH3:3])[CH3:2].[OH-:17].[Na+]. Product: [C:1]([O:5][C:6]([NH:8][C@@H:9]([C:13]([CH3:16])([CH3:15])[CH3:14])[C:10]([NH:8][C@@H:9]([CH3:13])[C:10]([OH:12])=[O:17])=[O:12])=[O:7])([CH3:2])([CH3:3])[CH3:4]. The catalyst class is: 20.